This data is from Forward reaction prediction with 1.9M reactions from USPTO patents (1976-2016). The task is: Predict the product of the given reaction. (1) Given the reactants [NH2:1][C:2]1[CH:7]=[CH:6][C:5]([N:8]2[C:14](=[O:15])[CH2:13][C:12](=[O:16])[NH:11][C:10]3[C:17]4[C:22]([CH:23]=[CH:24][C:9]2=3)=[CH:21][CH:20]=[CH:19][CH:18]=4)=[CH:4][CH:3]=1.[Br:25][C:26]1[CH:34]=[CH:33][CH:32]=[C:31]([O:35][CH3:36])[C:27]=1[C:28](Cl)=[O:29].O=C1CC(=O)N(C2C=CC(C(O)=O)=CC=2)C2C=CC3C(C=2N1)=CC=CC=3, predict the reaction product. The product is: [Br:25][C:26]1[C:27]([C:28]([NH:1][C:2]2[CH:7]=[CH:6][C:5]([N:8]3[C:14](=[O:15])[CH2:13][C:12](=[O:16])[NH:11][C:10]4[C:17]5[C:22]([CH:23]=[CH:24][C:9]3=4)=[CH:21][CH:20]=[CH:19][CH:18]=5)=[CH:4][CH:3]=2)=[O:29])=[C:31]([O:35][CH3:36])[CH:32]=[CH:33][CH:34]=1. (2) Given the reactants [S:1]1[CH:5]=[CH:4][C:3]([N:6]2[C:14]3[C:9](=[CH:10][CH:11]=[CH:12][CH:13]=3)[C:8](=O)[C:7]2=[O:16])=[CH:2]1.[NH2:17][C:18]1[CH:23]=[CH:22][C:21]([CH3:24])=[CH:20][CH:19]=1, predict the reaction product. The product is: [CH3:24][C:21]1[CH:22]=[CH:23][C:18](/[N:17]=[C:8]2/[C:7](=[O:16])[N:6]([C:3]3[CH:4]=[CH:5][S:1][CH:2]=3)[C:14]3[C:9]/2=[CH:10][CH:11]=[CH:12][CH:13]=3)=[CH:19][CH:20]=1. (3) Given the reactants [C:1]1([S:7]([CH2:10][C:11]2[C:16]([C:17]([OH:19])=[O:18])=[C:15]([O:20][CH2:21][CH2:22][NH:23][C:24]([O:26][C:27]([CH3:30])([CH3:29])[CH3:28])=[O:25])[C:14]([C:31]3[CH:35]=[CH:34][O:33][CH:32]=3)=[CH:13][CH:12]=2)(=[O:9])=[O:8])[CH:6]=[CH:5][CH:4]=[CH:3][CH:2]=1.[F:36]C1C=CC(C([O-])=O)=C(CS(C2C=CC=CC=2)(=O)=O)C=1C1C=COC=1, predict the reaction product. The product is: [C:27]([O:26][C:24]([NH:23][CH2:22][CH2:21][O:20][C:15]1[C:14]([C:31]2[CH:35]=[CH:34][O:33][CH:32]=2)=[CH:13][CH:12]=[C:11]([CH2:10][S:7]([C:1]2[CH:2]=[CH:3][C:4]([F:36])=[CH:5][CH:6]=2)(=[O:9])=[O:8])[C:16]=1[C:17]([OH:19])=[O:18])=[O:25])([CH3:29])([CH3:30])[CH3:28]. (4) Given the reactants [Cl:1][C:2]1[CH:3]=[CH:4][C:5]([F:34])=[C:6]([C:8]2[CH:13]=[C:12]([NH:14][C:15]3[C:16]4[C:17](=[CH:21][N:22](CC5C=CC(OC)=CC=5)[N:23]=4)[N:18]=[CH:19][CH:20]=3)[CH:11]=[C:10]([CH3:33])[N:9]=2)[CH:7]=1.ClC1C=CC(F)=C(C2C=C(NC3C=CN=C4C=NN(CC5C=CC(OC)=CC=5)C=34)C=C(C)N=2)C=1.C(O)(C(F)(F)F)=O, predict the reaction product. The product is: [Cl:1][C:2]1[CH:3]=[CH:4][C:5]([F:34])=[C:6]([C:8]2[CH:13]=[C:12]([NH:14][C:15]3[CH:20]=[CH:19][N:18]=[C:17]4[CH:21]=[N:22][NH:23][C:16]=34)[CH:11]=[C:10]([CH3:33])[N:9]=2)[CH:7]=1. (5) Given the reactants [H-].[Na+].[F:3][C:4]1[C:9]([F:10])=[CH:8][CH:7]=[CH:6][C:5]=1[C@H:11]1[CH2:17][NH:16][C:15](=[O:18])[C@H:14]([NH:19][C:20](=[O:26])[O:21][C:22]([CH3:25])([CH3:24])[CH3:23])[CH2:13][CH2:12]1.[CH3:27][O:28][CH2:29][CH2:30]Br, predict the reaction product. The product is: [F:3][C:4]1[C:9]([F:10])=[CH:8][CH:7]=[CH:6][C:5]=1[C@H:11]1[CH2:17][N:16]([CH2:30][CH2:29][O:28][CH3:27])[C:15](=[O:18])[C@H:14]([NH:19][C:20](=[O:26])[O:21][C:22]([CH3:23])([CH3:25])[CH3:24])[CH2:13][CH2:12]1.